Dataset: Full USPTO retrosynthesis dataset with 1.9M reactions from patents (1976-2016). Task: Predict the reactants needed to synthesize the given product. (1) The reactants are: Br[CH2:2][C:3]1[S:4][C:5]2[C:11]([C:12]3[CH:13]=[C:14]([CH:20]=[CH:21][CH:22]=3)[C:15]([O:17][CH2:18][CH3:19])=[O:16])=[CH:10][CH:9]=[C:8]([F:23])[C:6]=2[CH:7]=1.[F:24][C:25]([F:36])([F:35])[C:26]1[CH:27]=[C:28](B(O)O)[CH:29]=[CH:30][CH:31]=1.COCCOC. Given the product [F:23][C:8]1[C:6]2[CH:7]=[C:3]([CH2:2][C:30]3[CH:29]=[CH:28][CH:27]=[C:26]([C:25]([F:36])([F:35])[F:24])[CH:31]=3)[S:4][C:5]=2[C:11]([C:12]2[CH:13]=[C:14]([CH:20]=[CH:21][CH:22]=2)[C:15]([O:17][CH2:18][CH3:19])=[O:16])=[CH:10][CH:9]=1, predict the reactants needed to synthesize it. (2) The reactants are: CN(/[CH:4]=[C:5]1/[CH2:6][C:7](=[O:21])[NH:8][C:9]2[CH:16]=[C:15]([C:17]([F:20])([F:19])[F:18])[CH:14]=[CH:13][C:10]=2[C:11]/1=O)C.[NH2:22][C:23]([NH:25][C:26]1[CH:27]=[C:28]([CH2:33][CH2:34][CH2:35][NH:36][C:37](=[O:43])[O:38][C:39]([CH3:42])([CH3:41])[CH3:40])[CH:29]=[N:30][C:31]=1[CH3:32])=[NH:24].C(=O)([O-])[O-].[K+].[K+]. Given the product [CH3:32][C:31]1[N:30]=[CH:29][C:28]([CH2:33][CH2:34][CH2:35][NH:36][C:37](=[O:43])[O:38][C:39]([CH3:42])([CH3:41])[CH3:40])=[CH:27][C:26]=1[NH:25][C:23]1[N:22]=[CH:4][C:5]2[CH2:6][C:7](=[O:21])[NH:8][C:9]3[CH:16]=[C:15]([C:17]([F:20])([F:19])[F:18])[CH:14]=[CH:13][C:10]=3[C:11]=2[N:24]=1, predict the reactants needed to synthesize it. (3) Given the product [Br:14][C:12]1[C:11]([CH3:15])=[C:7]([C:6]([OH:16])=[C:5]([C:1]([CH3:2])([CH3:3])[CH3:4])[CH:13]=1)[C:8]([NH:24][C:23]1[CH:25]=[CH:26][C:20]([N+:17]([O-:19])=[O:18])=[CH:21][C:22]=1[C:27]([F:28])([F:29])[F:30])=[O:10], predict the reactants needed to synthesize it. The reactants are: [C:1]([C:5]1[CH:13]=[C:12]([Br:14])[C:11]([CH3:15])=[C:7]([C:8]([OH:10])=O)[C:6]=1[OH:16])([CH3:4])([CH3:3])[CH3:2].[N+:17]([C:20]1[CH:26]=[CH:25][C:23]([NH2:24])=[C:22]([C:27]([F:30])([F:29])[F:28])[CH:21]=1)([O-:19])=[O:18].